Dataset: Catalyst prediction with 721,799 reactions and 888 catalyst types from USPTO. Task: Predict which catalyst facilitates the given reaction. (1) Reactant: [Li+].[Cl-].FC(F)(F)S(O[C:9]1[CH2:10][CH2:11][N:12]([C:15]([O:17][C:18]([CH3:21])([CH3:20])[CH3:19])=[O:16])[CH2:13][CH:14]=1)(=O)=O.[F:24][C:25]([F:37])([F:36])[O:26][C:27]1[CH:32]=[CH:31][C:30](B(O)O)=[CH:29][CH:28]=1.C([O-])([O-])=O.[Na+].[Na+]. Product: [F:24][C:25]([F:36])([F:37])[O:26][C:27]1[CH:32]=[CH:31][C:30]([C:9]2[CH2:10][CH2:11][N:12]([C:15]([O:17][C:18]([CH3:19])([CH3:20])[CH3:21])=[O:16])[CH2:13][CH:14]=2)=[CH:29][CH:28]=1. The catalyst class is: 104. (2) Reactant: [CH2:1]([O:8][C:9]([N:11]1[CH2:15][C@@H:14]([F:16])[CH2:13][C@H:12]1[C:17]([NH2:19])=O)=[O:10])[C:2]1[CH:7]=[CH:6][CH:5]=[CH:4][CH:3]=1.CCN(CC)CC.FC(F)(F)C(OC(=O)C(F)(F)F)=O. Product: [CH2:1]([O:8][C:9]([N:11]1[CH2:15][C@@H:14]([F:16])[CH2:13][C@H:12]1[C:17]#[N:19])=[O:10])[C:2]1[CH:7]=[CH:6][CH:5]=[CH:4][CH:3]=1. The catalyst class is: 4. (3) Reactant: [NH2:1][C:2]1[C:3]([CH3:17])=[C:4]([C:8]2[CH:9]=[C:10]([Br:16])[C:11](=[O:15])[N:12]([CH3:14])[CH:13]=2)[CH:5]=[CH:6][CH:7]=1.C(N(CC)CC)C.[C:25]([C:29]1[CH:37]=[CH:36][C:32]([C:33](Cl)=[O:34])=[CH:31][CH:30]=1)([CH3:28])([CH3:27])[CH3:26]. Product: [Br:16][C:10]1[C:11](=[O:15])[N:12]([CH3:14])[CH:13]=[C:8]([C:4]2[C:3]([CH3:17])=[C:2]([NH:1][C:33](=[O:34])[C:32]3[CH:36]=[CH:37][C:29]([C:25]([CH3:27])([CH3:26])[CH3:28])=[CH:30][CH:31]=3)[CH:7]=[CH:6][CH:5]=2)[CH:9]=1. The catalyst class is: 2. (4) Reactant: [Cl:1][C:2]1[CH:7]=[CH:6][C:5]([CH:8]2[C:17]([CH3:19])([CH3:18])[CH2:16][C:15]3[C:10](=[CH:11][CH:12]=[C:13]([C:20]([O:22]C)=[O:21])[CH:14]=3)[NH:9]2)=[CH:4][C:3]=1[NH:24][C:25](=[O:29])[CH:26]([CH3:28])[CH3:27].[OH-].[Na+]. Product: [Cl:1][C:2]1[CH:7]=[CH:6][C:5]([CH:8]2[C:17]([CH3:18])([CH3:19])[CH2:16][C:15]3[C:10](=[CH:11][CH:12]=[C:13]([C:20]([OH:22])=[O:21])[CH:14]=3)[NH:9]2)=[CH:4][C:3]=1[NH:24][C:25](=[O:29])[CH:26]([CH3:27])[CH3:28]. The catalyst class is: 5. (5) Reactant: [NH2:1][C:2]1[N:7]=[C:6](S(C)(=O)=O)[C:5]([C:12]#[N:13])=[C:4]([C:14]2[CH:19]=[C:18]([O:20][CH3:21])[C:17]([O:22][CH3:23])=[C:16]([O:24][CH3:25])[CH:15]=2)[N:3]=1.[CH2:26]([NH2:29])[CH2:27][CH3:28]. Product: [NH2:1][C:2]1[N:7]=[C:6]([NH:29][CH2:26][CH2:27][CH3:28])[C:5]([C:12]#[N:13])=[C:4]([C:14]2[CH:19]=[C:18]([O:20][CH3:21])[C:17]([O:22][CH3:23])=[C:16]([O:24][CH3:25])[CH:15]=2)[N:3]=1. The catalyst class is: 57. (6) Reactant: Cl[C:2]1[C:11]2[C:6](=[CH:7][C:8]([O:12][C@H:13]3[CH2:18][CH2:17][C@H:16]([NH:19][C:20](=[O:22])[CH3:21])[CH2:15][CH2:14]3)=[CH:9][CH:10]=2)[CH:5]=[CH:4][N:3]=1.[CH2:23]([OH:30])[C:24]1[CH:29]=[CH:28][CH:27]=[CH:26][CH:25]=1.[H-].[Na+]. Product: [CH2:23]([O:30][C:2]1[C:11]2[C:6](=[CH:7][C:8]([O:12][C@H:13]3[CH2:18][CH2:17][C@H:16]([NH:19][C:20](=[O:22])[CH3:21])[CH2:15][CH2:14]3)=[CH:9][CH:10]=2)[CH:5]=[CH:4][N:3]=1)[C:24]1[CH:29]=[CH:28][CH:27]=[CH:26][CH:25]=1. The catalyst class is: 44. (7) Reactant: Cl.[C:2]1([N:8]([CH2:32][CH2:33][C:34]([O:36][CH3:37])=[O:35])[C:9]([C:11]2[CH:31]=[CH:30][C:14]3[N:15]([CH3:29])[C:16]([CH2:18][NH:19][C:20]4[CH:25]=[CH:24][C:23]([C:26](=[NH:28])[NH2:27])=[CH:22][CH:21]=4)=[N:17][C:13]=3[CH:12]=2)=[O:10])[CH:7]=[CH:6][CH:5]=[CH:4][CH:3]=1.Cl[C:39]([O:41][CH:42]1[CH2:47][CH2:46][CH2:45][CH2:44][CH2:43]1)=[O:40]. The catalyst class is: 429. Product: [C:2]1([N:8]([CH2:32][CH2:33][C:34]([O:36][CH3:37])=[O:35])[C:9]([C:11]2[CH:31]=[CH:30][C:14]3[N:15]([CH3:29])[C:16]([CH2:18][NH:19][C:20]4[CH:25]=[CH:24][C:23]([C:26](=[NH:27])[NH:28][C:39]([O:41][CH:42]5[CH2:47][CH2:46][CH2:45][CH2:44][CH2:43]5)=[O:40])=[CH:22][CH:21]=4)=[N:17][C:13]=3[CH:12]=2)=[O:10])[CH:3]=[CH:4][CH:5]=[CH:6][CH:7]=1. (8) Product: [C:1]([O:4][C:5]1[CH:10]=[CH:9][C:8]([C:11]2[O:12][C:13]3[C:19]([CH3:20])=[CH:18][C:17]([O:21][C:22](=[O:24])[CH3:23])=[CH:16][C:14]=3[C:15]=2[Br:25])=[CH:7][CH:6]=1)(=[O:3])[CH3:2]. The catalyst class is: 22. Reactant: [C:1]([O:4][C:5]1[CH:10]=[CH:9][C:8]([C:11]2[O:12][C:13]3[C:19]([CH3:20])=[CH:18][C:17]([O:21][C:22](=[O:24])[CH3:23])=[CH:16][C:14]=3[CH:15]=2)=[CH:7][CH:6]=1)(=[O:3])[CH3:2].[Br:25]Br. (9) Reactant: [CH3:1][O:2][C:3]1[CH:28]=[C:27]([O:29][CH3:30])[CH:26]=[CH:25][C:4]=1[CH2:5][NH:6][C:7]([C:9]1[C:13]([NH:14][CH2:15][C:16]2[CH:21]=[CH:20][CH:19]=[C:18]([N+:22]([O-:24])=[O:23])[CH:17]=2)=[CH:12][NH:11][N:10]=1)=[O:8].C=O.S([O-])([O-])(=O)=O.[Mg+2].[C:39]([BH3-])#N.[Na+].[OH-].[Na+].[Cl-].[Na+]. Product: [CH3:1][O:2][C:3]1[CH:28]=[C:27]([O:29][CH3:30])[CH:26]=[CH:25][C:4]=1[CH2:5][NH:6][C:7]([C:9]1[C:13]([N:14]([CH3:39])[CH2:15][C:16]2[CH:21]=[CH:20][CH:19]=[C:18]([N+:22]([O-:24])=[O:23])[CH:17]=2)=[CH:12][NH:11][N:10]=1)=[O:8]. The catalyst class is: 15. (10) Reactant: [CH3:1][N:2]1[CH2:7][CH2:6][NH:5][CH2:4][CH2:3]1.[H-].[Na+].[Cl:10][C:11]1[CH:16]=[C:15](Cl)[CH:14]=[C:13]([Cl:18])[N:12]=1. Product: [Cl:10][C:11]1[CH:16]=[C:15]([N:5]2[CH2:6][CH2:7][N:2]([CH3:1])[CH2:3][CH2:4]2)[CH:14]=[C:13]([Cl:18])[N:12]=1. The catalyst class is: 16.